From a dataset of Full USPTO retrosynthesis dataset with 1.9M reactions from patents (1976-2016). Predict the reactants needed to synthesize the given product. (1) Given the product [CH2:25]([NH:24][C:11]1[C:12]2[C:17](=[CH:16][CH:15]=[CH:14][C:13]=2[C:18]2[CH:23]=[CH:22][CH:21]=[CH:20][CH:19]=2)[C:8]([C:4]2[CH:3]=[C:2]([NH:1][S:39]([CH3:38])(=[O:41])=[O:40])[CH:7]=[N:6][CH:5]=2)=[N:9][N:10]=1)[C:26]1[CH:31]=[CH:30][CH:29]=[CH:28][CH:27]=1, predict the reactants needed to synthesize it. The reactants are: [NH2:1][C:2]1[CH:3]=[C:4]([C:8]2[C:17]3[C:12](=[C:13]([C:18]4[CH:23]=[CH:22][CH:21]=[CH:20][CH:19]=4)[CH:14]=[CH:15][CH:16]=3)[C:11]([NH:24][CH2:25][C:26]3[CH:31]=[CH:30][CH:29]=[CH:28][CH:27]=3)=[N:10][N:9]=2)[CH:5]=[N:6][CH:7]=1.N1C=CC=CC=1.[CH3:38][S:39](Cl)(=[O:41])=[O:40]. (2) Given the product [N:1]1[CH:6]=[CH:5][C:4]([C:7]2[CH:14]=[CH:13][C:10](/[CH:11]=[CH:24]/[CH:25]=[O:26])=[CH:9][CH:8]=2)=[CH:3][CH:2]=1, predict the reactants needed to synthesize it. The reactants are: [N:1]1[CH:6]=[CH:5][C:4]([C:7]2[CH:14]=[CH:13][C:10]([CH:11]=O)=[CH:9][CH:8]=2)=[CH:3][CH:2]=1.N1C=CC=CC=1C1C=C[C:24]([CH:25]=[O:26])=CC=1. (3) Given the product [C:37]([C:35]1[O:34][N:33]=[C:32]([NH:31][C:29](=[O:30])[CH2:28][C:25]2[CH:26]=[CH:27][C:22]([C:19]3[N:16]4[CH:17]=[CH:18][C:13]([C:10]5[CH:11]=[CH:12][C:7]([S:4]([CH2:3][CH2:2][N:1]([CH2:41][CH3:42])[CH2:45][CH3:46])(=[O:5])=[O:6])=[CH:8][CH:9]=5)=[CH:14][C:15]4=[N:21][CH:20]=3)=[CH:23][CH:24]=2)[CH:36]=1)([CH3:40])([CH3:39])[CH3:38], predict the reactants needed to synthesize it. The reactants are: [NH2:1][CH2:2][CH2:3][S:4]([C:7]1[CH:12]=[CH:11][C:10]([C:13]2[CH:18]=[CH:17][N:16]3[C:19]([C:22]4[CH:27]=[CH:26][C:25]([CH2:28][C:29]([NH:31][C:32]5[CH:36]=[C:35]([C:37]([CH3:40])([CH3:39])[CH3:38])[O:34][N:33]=5)=[O:30])=[CH:24][CH:23]=4)=[CH:20][N:21]=[C:15]3[CH:14]=2)=[CH:9][CH:8]=1)(=[O:6])=[O:5].[C:41](O)(=O)[CH3:42].[CH:45](=O)[CH3:46].C([BH3-])#N.[Na+]. (4) Given the product [CH3:1][C:2]1[N:3]([CH2:27][C:28]([OH:30])=[O:29])[C:4]2[C:9]([C:10]=1[S:23][C:19]1[S:18][CH:22]=[C:21]([C:4]3[CH:9]=[CH:8][CH:7]=[CH:6][CH:5]=3)[N:20]=1)=[C:8]([S:11]([CH3:14])(=[O:13])=[O:12])[C:7]([CH3:15])=[CH:6][CH:5]=2, predict the reactants needed to synthesize it. The reactants are: [CH3:1][C:2]1[NH:3][C:4]2[C:9]([CH:10]=1)=[C:8]([S:11]([CH3:14])(=[O:13])=[O:12])[C:7]([CH3:15])=[CH:6][CH:5]=2.II.[S:18]1[CH:22]=[CH:21][N:20]=[C:19]1[SH:23].[H-].[Na+].Br[CH2:27][C:28]([O:30]C)=[O:29].[OH-].[Li+].Cl. (5) Given the product [C:1]([C:5]1[S:6][C:7]([C:19]2[CH:24]=[CH:23][N:22]=[C:21]([S:25][CH3:28])[N:20]=2)=[C:8]([C:10]2[C:11]([Cl:18])=[C:12]([NH:13][S:32]([CH2:29][CH2:30][CH3:31])(=[O:34])=[O:33])[CH:14]=[C:15]([F:17])[CH:16]=2)[N:9]=1)([CH3:4])([CH3:2])[CH3:3], predict the reactants needed to synthesize it. The reactants are: [C:1]([C:5]1[S:6][C:7]([C:19]2[CH:24]=[CH:23][N:22]=[C:21]([S:25]([CH3:28])(=O)=O)[N:20]=2)=[C:8]([C:10]2[C:11]([Cl:18])=[C:12]([CH:14]=[C:15]([F:17])[CH:16]=2)[NH2:13])[N:9]=1)([CH3:4])([CH3:3])[CH3:2].[CH2:29]([S:32](Cl)(=[O:34])=[O:33])[CH2:30][CH3:31]. (6) Given the product [C:1]1([C:21]2[CH:22]=[CH:23][CH:24]=[CH:25][CH:26]=2)[CH:6]=[CH:5][C:4]([O:7][C:8]2[CH:13]=[N:12][CH:11]=[C:10]3[S:14][C:15]([C:17]4[NH:19][O:20][C:32](=[O:33])[N:18]=4)=[CH:16][C:9]=23)=[CH:3][CH:2]=1, predict the reactants needed to synthesize it. The reactants are: [C:1]1([C:21]2[CH:26]=[CH:25][CH:24]=[CH:23][CH:22]=2)[CH:6]=[CH:5][C:4]([O:7][C:8]2[CH:13]=[N:12][CH:11]=[C:10]3[S:14][C:15]([C:17]([NH:19][OH:20])=[NH:18])=[CH:16][C:9]=23)=[CH:3][CH:2]=1.C1N=CN([C:32](N2C=NC=C2)=[O:33])C=1. (7) Given the product [C:1]1([S:11]([N:14]2[CH2:15][CH2:16][CH:17]([C:20]3[CH:29]=[CH:28][CH:27]=[CH:26][C:21]=3[CH2:22][OH:23])[CH2:18][CH2:19]2)(=[O:12])=[O:13])[C:10]2[C:5](=[CH:6][CH:7]=[CH:8][CH:9]=2)[CH:4]=[CH:3][CH:2]=1, predict the reactants needed to synthesize it. The reactants are: [C:1]1([S:11]([N:14]2[CH2:19][CH2:18][CH:17]([C:20]3[CH:29]=[CH:28][CH:27]=[CH:26][C:21]=3[C:22](OC)=[O:23])[CH2:16][CH2:15]2)(=[O:13])=[O:12])[C:10]2[C:5](=[CH:6][CH:7]=[CH:8][CH:9]=2)[CH:4]=[CH:3][CH:2]=1.[H-].[H-].[H-].[H-].[Li+].[Al+3].